From a dataset of Forward reaction prediction with 1.9M reactions from USPTO patents (1976-2016). Predict the product of the given reaction. (1) Given the reactants [C:1]([CH:3]([C:23]1([CH3:27])[CH2:26][O:25][CH2:24]1)[NH:4][C:5]([C:7]1[CH:12]=[C:11]([O:13][C@@H:14]([CH3:19])[C:15]([F:18])([F:17])[F:16])[C:10]([CH:20]2[CH2:22][CH2:21]2)=[CH:9][N:8]=1)=[O:6])#[N:2].[OH-:28].[Na+].OO, predict the reaction product. The product is: [NH2:2][C:1](=[O:28])[CH:3]([NH:4][C:5]([C:7]1[CH:12]=[C:11]([O:13][C@@H:14]([CH3:19])[C:15]([F:16])([F:18])[F:17])[C:10]([CH:20]2[CH2:21][CH2:22]2)=[CH:9][N:8]=1)=[O:6])[C:23]1([CH3:27])[CH2:26][O:25][CH2:24]1. (2) Given the reactants [NH2:1][C:2]([C:4]1([NH:17]C(OCC2C=CC=CC=2)=O)[CH2:9][CH2:8][N:7]([C:10]([O:12][C:13]([CH3:16])([CH3:15])[CH3:14])=[O:11])[CH2:6][CH2:5]1)=[O:3], predict the reaction product. The product is: [NH2:17][C:4]1([C:2]([NH2:1])=[O:3])[CH2:9][CH2:8][N:7]([C:10]([O:12][C:13]([CH3:14])([CH3:15])[CH3:16])=[O:11])[CH2:6][CH2:5]1. (3) Given the reactants [NH2:1][C@@H:2]([C:6]([OH:8])=[O:7])[C@@H:3]([CH3:5])[OH:4].[C:9]([O-:12])(O)=[O:10].[Na+].[C:14]1([CH2:20][CH2:21][CH2:22][CH2:23][CH2:24]C2C(=O)N(C([O-])=O)C=CC=2)[CH:19]=[CH:18][CH:17]=[CH:16][CH:15]=1, predict the reaction product. The product is: [C:14]1([CH2:20][CH2:21][CH2:22][CH2:23][CH2:24][O:12][C:9]([NH:1][C@H:2]([C@H:3]([OH:4])[CH3:5])[C:6]([OH:8])=[O:7])=[O:10])[CH:19]=[CH:18][CH:17]=[CH:16][CH:15]=1. (4) Given the reactants [Br-].[C:2]([CH2:5][CH2:6][CH2:7][CH2:8][P+](C1C=CC=CC=1)(C1C=CC=CC=1)C1C=CC=CC=1)([OH:4])=[O:3].CC(C)([O-])C.[K+].[CH3:34][O:35][C:36]1[CH:45]=[CH:44][CH:43]=[C:42]2[C:37]=1[CH2:38][CH2:39][CH2:40][C:41]2=O.[Cl-].[NH4+], predict the reaction product. The product is: [CH3:34][O:35][C:36]1[CH:45]=[CH:44][CH:43]=[C:42]2[C:37]=1[CH2:38][CH2:39][CH2:40][C:41]2=[CH:8][CH2:7][CH2:6][CH2:5][C:2]([OH:4])=[O:3]. (5) Given the reactants Br[C:2]1[N:7]=[C:6]([Cl:8])[C:5]2[N:9]=[C:10]([C:14]3[C:15]([NH2:19])=[N:16][O:17][N:18]=3)[N:11]([CH2:12][CH3:13])[C:4]=2[CH:3]=1.[Li]CCCC.[CH:25](=[O:32])[C:26]1[CH:31]=[CH:30][CH:29]=[CH:28][CH:27]=1, predict the reaction product. The product is: [NH2:19][C:15]1[C:14]([C:10]2[N:11]([CH2:12][CH3:13])[C:4]3[CH:3]=[C:2]([CH:25]([C:26]4[CH:31]=[CH:30][CH:29]=[CH:28][CH:27]=4)[OH:32])[N:7]=[C:6]([Cl:8])[C:5]=3[N:9]=2)=[N:18][O:17][N:16]=1. (6) Given the reactants C(OC(=O)C(C)(C)CCCCC([N+]#C)S(C1C=CC(C)=CC=1)(=O)=O)C.I[CH2:27][CH2:28][CH2:29][CH2:30][C:31]1([C:35]([O:37][CH2:38][CH3:39])=[O:36])[CH2:34][CH2:33][CH2:32]1.CC([O-])(C)C.[K+].[C:46]([O:50][C:51]([C:53]1([CH2:56][CH2:57][CH2:58][CH2:59][C:60](=[O:75])CCCCC2(C(OC(C)(C)C)=O)CC2)[CH2:55][CH2:54]1)=[O:52])(C)(C)[CH3:47], predict the reaction product. The product is: [CH2:38]([O:37][C:35]([C:31]1([CH2:30][CH2:29][CH2:28][CH2:27][C:60](=[O:75])[CH2:59][CH2:58][CH2:57][CH2:56][C:53]([CH3:55])([CH3:54])[C:51]([O:50][CH2:46][CH3:47])=[O:52])[CH2:34][CH2:33][CH2:32]1)=[O:36])[CH3:39]. (7) Given the reactants [N:1]1[CH:6]=[CH:5][CH:4]=[CH:3][C:2]=1[C:7]1[O:8][C:9]2[CH2:10][NH:11][CH2:12][CH2:13][C:14]=2[N:15]=1.Cl[C:17]1[N:24]=[CH:23][CH:22]=[CH:21][C:18]=1[C:19]#[N:20].CCN(C(C)C)C(C)C.O, predict the reaction product. The product is: [N:1]1[CH:6]=[CH:5][CH:4]=[CH:3][C:2]=1[C:7]1[O:8][C:9]2[CH2:10][N:11]([C:17]3[N:24]=[CH:23][CH:22]=[CH:21][C:18]=3[C:19]#[N:20])[CH2:12][CH2:13][C:14]=2[N:15]=1. (8) Given the reactants [NH2:1][C:2](=O)[C@@H:3]([NH:8][C:9](=[O:15])[O:10][C:11]([CH3:14])([CH3:13])[CH3:12])[CH2:4][CH:5]1[CH2:7][CH2:6]1.C(N(CC)CC)C.FC(F)(F)C(OC(=O)C(F)(F)F)=O, predict the reaction product. The product is: [C:2]([C@@H:3]([NH:8][C:9](=[O:15])[O:10][C:11]([CH3:13])([CH3:12])[CH3:14])[CH2:4][CH:5]1[CH2:7][CH2:6]1)#[N:1]. (9) Given the reactants [Br:1][C:2]1[CH:7]=[CH:6][NH:5][C:4](=[O:8])[CH:3]=1.[H-].[Na+].Br[CH2:12][C:13]([O:15][CH3:16])=[O:14], predict the reaction product. The product is: [Br:1][C:2]1[CH:7]=[CH:6][N:5]([CH2:12][C:13]([O:15][CH3:16])=[O:14])[C:4](=[O:8])[CH:3]=1.